Dataset: Forward reaction prediction with 1.9M reactions from USPTO patents (1976-2016). Task: Predict the product of the given reaction. (1) Given the reactants [CH3:1][O:2][C@H:3]1[CH2:8][CH2:7][CH2:6][C@@H:5]([NH:9][C:10]2[C:15]([C:16]([O:18]CC)=[O:17])=[CH:14][N:13]=[C:12]([S:21][CH3:22])[N:11]=2)[CH2:4]1.[OH-].[Na+].C(O)(=O)CC(CC(O)=O)(C(O)=O)O, predict the reaction product. The product is: [CH3:1][O:2][C@H:3]1[CH2:8][CH2:7][CH2:6][C@@H:5]([NH:9][C:10]2[C:15]([C:16]([OH:18])=[O:17])=[CH:14][N:13]=[C:12]([S:21][CH3:22])[N:11]=2)[CH2:4]1. (2) The product is: [F:2][C:3]1[CH:8]=[CH:7][CH:6]=[CH:5][C:4]=1[C@H:9]([N:14]1[CH2:19][CH2:18][C@@H:17]([SH:20])/[C:16](=[CH:21]/[C:22]2[CH:26]=[CH:25][N:24]([CH2:27][CH2:28][C:29]([O:31][CH2:32][CH3:33])=[O:30])[N:23]=2)/[CH2:15]1)[C:10]([O:12][CH3:13])=[O:11]. Given the reactants Cl.[F:2][C:3]1[CH:8]=[CH:7][CH:6]=[CH:5][C:4]=1[CH:9]([N:14]1[CH2:19][CH2:18][C@@H:17]([SH:20])/[C:16](=[CH:21]/[C:22]2[CH:26]=[CH:25][N:24]([CH2:27][CH2:28][C:29]([O:31][CH2:32][CH3:33])=[O:30])[N:23]=2)/[CH2:15]1)[C:10]([O:12][CH3:13])=[O:11].C(=O)([O-])O.[Na+], predict the reaction product. (3) Given the reactants [CH3:1][O:2][C:3]1[CH:4]=[C:5]([OH:9])[CH:6]=[CH:7][CH:8]=1.C([O-])([O-])=O.[Cs+].[Cs+].Br[CH:17]([CH3:23])[C:18]([O:20][CH2:21][CH3:22])=[O:19], predict the reaction product. The product is: [CH2:21]([O:20][C:18](=[O:19])[CH:17]([O:9][C:5]1[CH:6]=[CH:7][CH:8]=[C:3]([O:2][CH3:1])[CH:4]=1)[CH3:23])[CH3:22]. (4) Given the reactants [C:1]([CH:9]1[CH2:15][CH2:14][O:13][C:12]2[CH:16]=[C:17]([N:20]3[CH2:24][C@H:23]([CH2:25][NH:26][C:27](=[O:29])[CH3:28])[O:22][C:21]3=[O:30])[CH:18]=[CH:19][C:11]=2[C:10]1=[O:31])(=O)C1C=CC=CC=1.CO[CH:34](OC)[N:35](C)[CH3:36].CCOCC, predict the reaction product. The product is: [CH3:34][N:35]([CH:1]=[C:9]1[CH2:15][CH2:14][O:13][C:12]2[CH:16]=[C:17]([N:20]3[CH2:24][C@H:23]([CH2:25][NH:26][C:27](=[O:29])[CH3:28])[O:22][C:21]3=[O:30])[CH:18]=[CH:19][C:11]=2[C:10]1=[O:31])[CH3:36]. (5) Given the reactants [CH2:1]1[CH2:11]CN2[C:4](=[N:5][CH2:6][CH2:7][CH2:8]2)[CH2:3][CH2:2]1.[CH3:12][N:13]([CH:15]=[O:16])[CH3:14], predict the reaction product. The product is: [CH2:11]=[C:1]1[C:2]2=[CH:3][CH:4]=[N:5][C:6]3[CH:7]=[CH:8][C:15](=[O:16])[N:13]([C:14]=32)[CH2:12]1.